This data is from Reaction yield outcomes from USPTO patents with 853,638 reactions. The task is: Predict the reaction yield, written as a fraction of the theoretical maximum amount of product (1.0 means a 100% yield; for example, 0.34 means a 34% yield). (1) The reactants are [NH2:1][C:2]1[CH:7]=[C:6]([F:8])[C:5]([F:9])=[CH:4][C:3]=1[NH2:10].[C:11]([O:15][C:16](O[C:16]([O:15][C:11]([CH3:14])([CH3:13])[CH3:12])=[O:17])=[O:17])([CH3:14])([CH3:13])[CH3:12]. The catalyst is C(O)C.II. The product is [C:11]([O:15][C:16](=[O:17])[NH:1][C:2]1[CH:7]=[C:6]([F:8])[C:5]([F:9])=[CH:4][C:3]=1[NH2:10])([CH3:14])([CH3:13])[CH3:12]. The yield is 0.742. (2) The reactants are [CH:1]([C:4]1[CH:9]=[C:8]([O:10][CH3:11])[CH:7]=[CH:6][C:5]=1[O:12][S:13]([C:16]1[CH:21]=[CH:20][C:19]([CH3:22])=[CH:18][CH:17]=1)(=[O:15])=[O:14])([CH3:3])[CH3:2].[N+:23]([O-])([OH:25])=[O:24]. The catalyst is CC(O)=O. The product is [CH:1]([C:4]1[CH:9]=[C:8]([O:10][CH3:11])[C:7]([N+:23]([O-:25])=[O:24])=[CH:6][C:5]=1[O:12][S:13]([C:16]1[CH:17]=[CH:18][C:19]([CH3:22])=[CH:20][CH:21]=1)(=[O:15])=[O:14])([CH3:3])[CH3:2]. The yield is 0.980.